Regression. Given a peptide amino acid sequence and an MHC pseudo amino acid sequence, predict their binding affinity value. This is MHC class I binding data. From a dataset of Peptide-MHC class I binding affinity with 185,985 pairs from IEDB/IMGT. (1) The peptide sequence is WTDLYTSMS. The MHC is HLA-B35:01 with pseudo-sequence HLA-B35:01. The binding affinity (normalized) is 0.0847. (2) The peptide sequence is QEGSHLEVQGY. The MHC is Mamu-A11 with pseudo-sequence Mamu-A11. The binding affinity (normalized) is 0. (3) The peptide sequence is HVLSLVFGK. The MHC is HLA-A66:01 with pseudo-sequence HLA-A66:01. The binding affinity (normalized) is 0.213. (4) The peptide sequence is LAKSVFNSL. The MHC is HLA-B15:01 with pseudo-sequence HLA-B15:01. The binding affinity (normalized) is 0.0847. (5) The peptide sequence is VPNITISSNA. The binding affinity (normalized) is 0.740. The MHC is HLA-B54:01 with pseudo-sequence HLA-B54:01. (6) The peptide sequence is SSNPVMSRF. The MHC is HLA-B07:02 with pseudo-sequence HLA-B07:02. The binding affinity (normalized) is 0.0847. (7) The peptide sequence is ISVLTGSSI. The MHC is HLA-B15:03 with pseudo-sequence HLA-B15:03. The binding affinity (normalized) is 0.703. (8) The peptide sequence is DWMERIEDF. The MHC is HLA-B18:01 with pseudo-sequence HLA-B18:01. The binding affinity (normalized) is 0.0847. (9) The peptide sequence is CTDPPLLSV. The MHC is HLA-B58:01 with pseudo-sequence HLA-B58:01. The binding affinity (normalized) is 0.0847. (10) The binding affinity (normalized) is 0.182. The peptide sequence is RENGGYWLL. The MHC is HLA-B15:01 with pseudo-sequence HLA-B15:01.